This data is from Full USPTO retrosynthesis dataset with 1.9M reactions from patents (1976-2016). The task is: Predict the reactants needed to synthesize the given product. (1) Given the product [O:13]1[CH2:14][CH2:15][N:10]([C:2]2[C:3]([CH:8]=[O:9])=[N:4][CH:5]=[CH:6][CH:7]=2)[CH2:11][CH2:12]1, predict the reactants needed to synthesize it. The reactants are: F[C:2]1[C:3]([CH:8]=[O:9])=[N:4][CH:5]=[CH:6][CH:7]=1.[NH:10]1[CH2:15][CH2:14][O:13][CH2:12][CH2:11]1.C([O-])([O-])=O.[K+].[K+].C([O-])(O)=O.[Na+]. (2) Given the product [OH:28][CH:18]([C:19]1[O:20][C:21]([C:24]([F:27])([F:26])[F:25])=[CH:22][CH:23]=1)/[CH:17]=[CH:16]/[C@@H:15]1[N:11]([CH2:10][CH2:9][CH2:8][CH2:7][CH2:6][CH2:5][C:4]([OH:32])=[O:3])[C:12](=[O:31])[C:13]([CH3:30])([CH3:29])[CH2:14]1, predict the reactants needed to synthesize it. The reactants are: C([O:3][C:4](=[O:32])[CH2:5][CH2:6][CH2:7][CH2:8][CH2:9][CH2:10][N:11]1[C@@H:15](/[CH:16]=[CH:17]/[CH:18]([OH:28])[C:19]2[O:20][C:21]([C:24]([F:27])([F:26])[F:25])=[CH:22][CH:23]=2)[CH2:14][C:13]([CH3:30])([CH3:29])[C:12]1=[O:31])C.[OH-].[Na+]. (3) Given the product [CH2:15]([C@H:14]1[O:13][C:12]([CH2:22][CH3:23])([CH2:24][CH3:25])[O:11][C@@H:10]1[CH2:9][CH2:8][OH:7])[C:16]1[CH:17]=[CH:18][CH:19]=[CH:20][CH:21]=1, predict the reactants needed to synthesize it. The reactants are: C([O:7][CH2:8][CH2:9][C@@H:10]1[C@@H:14]([CH2:15][C:16]2[CH:21]=[CH:20][CH:19]=[CH:18][CH:17]=2)[O:13][C:12]([CH2:24][CH3:25])([CH2:22][CH3:23])[O:11]1)(=O)C(C)(C)C.C(OCC[C@H]1[C@H](CC2C=CC=CC=2)OC(CC)(CC)O1)(=O)C(C)(C)C. (4) Given the product [CH2:9]([O:11][C:12]([C:14]1[CH:18]=[C:17]([C:19]2[CH:24]=[CH:23][C:22]([O:4][S:3]([C:2]([F:8])([F:7])[F:1])(=[O:6])=[O:5])=[CH:21][N:20]=2)[N:16]([C:26]2[CH:27]=[N:28][CH:29]=[CH:30][CH:31]=2)[N:15]=1)=[O:13])[CH3:10], predict the reactants needed to synthesize it. The reactants are: [F:1][C:2]([F:8])([F:7])[S:3]([OH:6])(=[O:5])=[O:4].[CH2:9]([O:11][C:12]([C:14]1[CH:18]=[C:17]([C:19]2[CH:24]=[CH:23][C:22](O)=[CH:21][N:20]=2)[N:16]([C:26]2[CH:27]=[N:28][CH:29]=[CH:30][CH:31]=2)[N:15]=1)=[O:13])[CH3:10]. (5) Given the product [Cl:1][C:2]1[S:3][C:4]([CH:8]2[O:12][CH2:11][CH2:10][O:9]2)=[C:5]([Cl:7])[N:6]=1, predict the reactants needed to synthesize it. The reactants are: [Cl:1][C:2]1[S:3][C:4]([CH:8]=[O:9])=[C:5]([Cl:7])[N:6]=1.[CH2:10](O)[CH2:11][OH:12].C(=O)([O-])[O-].[Na+].[Na+]. (6) Given the product [CH3:53][N:54]([CH3:55])[CH2:43][CH2:42][CH2:41][NH:46][C:27]([C:24]1[S:23][C:19]2[N:20]=[CH:21][N:22]=[C:17]([NH:16][C:15]3[C:10]([O:9][C@H:6]4[CH2:5][CH2:4][C@H:3]([O:2][CH3:1])[CH2:8][CH2:7]4)=[N:11][CH:12]=[CH:13][CH:14]=3)[C:18]=2[C:25]=1[CH3:26])=[O:29], predict the reactants needed to synthesize it. The reactants are: [CH3:1][O:2][C@H:3]1[CH2:8][CH2:7][C@H:6]([O:9][C:10]2[C:15]([NH:16][C:17]3[C:18]4[C:25]([CH3:26])=[C:24]([C:27]([OH:29])=O)[S:23][C:19]=4[N:20]=[CH:21][N:22]=3)=[CH:14][CH:13]=[CH:12][N:11]=2)[CH2:5][CH2:4]1.N.CN(C(O[N:46]1N=[N:46][C:41]2[CH:42]=[CH:43][CH:43]=[CH:42][C:41]1=2)=[N+](C)C)C.[B-](F)(F)(F)F.[CH3:53][N:54](C=O)[CH3:55]. (7) Given the product [CH:8]1([NH:11][CH2:2][C:3]([O:5][CH2:6][CH3:7])=[O:4])[CH2:10][CH2:9]1, predict the reactants needed to synthesize it. The reactants are: Br[CH2:2][C:3]([O:5][CH2:6][CH3:7])=[O:4].[CH:8]1([NH2:11])[CH2:10][CH2:9]1.C([O-])([O-])=O.[K+].[K+].O. (8) Given the product [C:1]1([CH2:7][CH2:8][NH:9][CH:10]=[O:11])[CH:6]=[CH:5][CH:4]=[CH:3][CH:2]=1, predict the reactants needed to synthesize it. The reactants are: [C:1]1([CH2:7][CH2:8][NH2:9])[CH:6]=[CH:5][CH:4]=[CH:3][CH:2]=1.[CH:10](OCC)=[O:11]. (9) Given the product [Br:37][C:38]1[CH:39]=[N:40][C:41]([C:25]2[CH:24]=[CH:23][C:22]([CH2:21][C@H:13]([NH:12][C:10]([C:8]3[S:9][C:5]([C:1]([CH3:2])([CH3:3])[CH3:4])=[CH:6][CH:7]=3)=[O:11])[C:14]([O:16][C:17]([CH3:20])([CH3:19])[CH3:18])=[O:15])=[CH:27][CH:26]=2)=[N:42][CH:43]=1, predict the reactants needed to synthesize it. The reactants are: [C:1]([C:5]1[S:9][C:8]([C:10]([NH:12][C@@H:13]([CH2:21][C:22]2[CH:27]=[CH:26][C:25](B3OC(C)(C)C(C)(C)O3)=[CH:24][CH:23]=2)[C:14]([O:16][C:17]([CH3:20])([CH3:19])[CH3:18])=[O:15])=[O:11])=[CH:7][CH:6]=1)([CH3:4])([CH3:3])[CH3:2].[Br:37][C:38]1[CH:39]=[N:40][C:41](I)=[N:42][CH:43]=1.C(#N)C.C1COCC1. (10) Given the product [CH2:1]([O:8][C:9]1[CH:10]=[C:11]2[C:16](=[C:17]([Cl:19])[CH:18]=1)[O:15][CH:14]([C:20]([F:23])([F:21])[F:22])[C:13]([C:24]([OH:26])=[O:25])=[CH:12]2)[C:2]1[CH:3]=[CH:4][CH:5]=[CH:6][CH:7]=1, predict the reactants needed to synthesize it. The reactants are: [CH2:1]([O:8][C:9]1[CH:10]=[C:11]2[C:16](=[C:17]([Cl:19])[CH:18]=1)[O:15][CH:14]([C:20]([F:23])([F:22])[F:21])[C:13]([C:24]([O:26]CC)=[O:25])=[CH:12]2)[C:2]1[CH:7]=[CH:6][CH:5]=[CH:4][CH:3]=1.